From a dataset of Full USPTO retrosynthesis dataset with 1.9M reactions from patents (1976-2016). Predict the reactants needed to synthesize the given product. (1) Given the product [CH2:1]([O:3][C:4](=[O:17])[C:5]1[CH:10]=[C:9]([C:22]2[CH:27]=[CH:26][C:25]3[O:29][CH2:30][O:31][C:24]=3[CH:23]=2)[C:8]([O:12][CH2:13][O:14][CH3:15])=[C:7]([C:22]2[CH:23]=[CH:24][C:25]3[O:29][CH2:30][O:31][C:26]=3[CH:27]=2)[CH:6]=1)[CH3:2], predict the reactants needed to synthesize it. The reactants are: [CH2:1]([O:3][C:4](=[O:17])[C:5]1[CH:10]=[C:9](I)[C:8]([O:12][CH2:13][O:14][CH3:15])=[C:7](Br)[CH:6]=1)[CH3:2].C(OC(=O)[C:22]1[CH:27]=[C:26](Br)[C:25]([O:29][CH2:30][O:31]C)=[C:24](Br)[CH:23]=1)C. (2) Given the product [CH:1]1([C:41]2[CH:40]=[C:37]([CH:36]=[CH:35][C:42]=2[O:43][C:44]2[CH:49]=[CH:48][C:47]([N+:50]([O-:52])=[O:51])=[CH:46][N:45]=2)[C:38]#[N:39])[CH2:3][CH2:2]1, predict the reactants needed to synthesize it. The reactants are: [CH:1]1(B(O)O)[CH2:3][CH2:2]1.P(C1CCCCC1)(C1CCCCC1)C1CCCCC1.[O-]P([O-])([O-])=O.[K+].[K+].[K+].Br[C:35]1[CH:36]=[C:37]([CH:40]=[CH:41][C:42]=1[O:43][C:44]1[CH:49]=[CH:48][C:47]([N+:50]([O-:52])=[O:51])=[CH:46][N:45]=1)[C:38]#[N:39]. (3) Given the product [Br:1][C:2]1[CH:3]=[C:4]2[C:9]([C:8]([CH3:16])([CH3:17])[CH2:7][CH2:6][C:5]2=[O:22])=[C:10]([Cl:15])[C:11]=1[O:12][CH2:13][CH3:14], predict the reactants needed to synthesize it. The reactants are: [Br:1][C:2]1[CH:3]=[C:4]2[C:9](=[C:10]([Cl:15])[C:11]=1[O:12][CH2:13][CH3:14])[C:8]([CH3:17])([CH3:16])[CH2:7][CH2:6][CH2:5]2.C([O:22]O)(C)(C)C. (4) The reactants are: [O:1]=[C:2]1[CH2:6][S:5][C:4](=[S:7])[N:3]1[C:8]1[CH:9]=[C:10]([CH:14]=[CH:15][CH:16]=1)[C:11]([OH:13])=[O:12].[Cl:17][C:18]1[CH:23]=[CH:22][C:21]([C:24]([F:27])([F:26])[F:25])=[CH:20][C:19]=1[C:28]1[CH:32]=[CH:31]OC=1C=O.N1CCCCC1.Cl.[CH2:42]([OH:44])[CH3:43]. Given the product [Cl:17][C:18]1[CH:23]=[CH:22][C:21]([C:24]([F:25])([F:26])[F:27])=[CH:20][C:19]=1[C:28]1[O:44][C:42]([CH:43]=[C:6]2[S:5][C:4](=[S:7])[N:3]([C:8]3[CH:9]=[C:10]([CH:14]=[CH:15][CH:16]=3)[C:11]([OH:13])=[O:12])[C:2]2=[O:1])=[CH:31][CH:32]=1, predict the reactants needed to synthesize it. (5) Given the product [CH3:14][O:12][C:11]([C:9]1[S:10][C:6]([CH3:5])=[CH:7][CH:8]=1)=[O:13], predict the reactants needed to synthesize it. The reactants are: S(Cl)(Cl)=O.[CH3:5][C:6]1[S:10][C:9]([C:11]([OH:13])=[O:12])=[CH:8][CH:7]=1.[CH3:14]O. (6) Given the product [C:30]([N:1]1[CH2:6][CH2:5][CH2:4][CH:3]([N:7]2[C:11]3=[C:12]4[CH:18]=[CH:17][NH:16][C:13]4=[N:14][CH:15]=[C:10]3[NH:9][C:8]2=[O:19])[CH2:2]1)(=[O:34])[CH2:31][CH:32]=[CH2:33], predict the reactants needed to synthesize it. The reactants are: [NH:1]1[CH2:6][CH2:5][CH2:4][CH:3]([N:7]2[C:11]3=[C:12]4[CH:18]=[CH:17][NH:16][C:13]4=[N:14][CH:15]=[C:10]3[NH:9][C:8]2=[O:19])[CH2:2]1.ON1C2C=CC=CC=2N=N1.[C:30](O)(=[O:34])[CH2:31][CH:32]=[CH2:33].N=C=N.C(O)C(N)(CO)CO.[N-]=C=O.